Predict the reactants needed to synthesize the given product. From a dataset of Full USPTO retrosynthesis dataset with 1.9M reactions from patents (1976-2016). (1) Given the product [Cl:1][CH2:24][CH:22]([SH:23])[CH2:21][O:20][C:5]1[CH:4]=[C:3]([OH:2])[C:16]2[C:15](=[O:17])[C:14]3[C:9]([O:8][C:7]=2[CH:6]=1)=[C:10]([O:18][CH3:19])[CH:11]=[CH:12][CH:13]=3, predict the reactants needed to synthesize it. The reactants are: [ClH:1].[OH:2][C:3]1[C:16]2[C:15](=[O:17])[C:14]3[C:9](=[C:10]([O:18][CH3:19])[CH:11]=[CH:12][CH:13]=3)[O:8][C:7]=2[CH:6]=[C:5]([O:20][CH2:21][CH:22]2[CH2:24][S:23]2)[CH:4]=1. (2) Given the product [C:1]1([C@H:7]([O:15][C:16]2[C:17]([C:26]3[CH:27]=[CH:28][C:23]([CH3:22])=[CH:24][CH:25]=3)=[N:18][CH:19]=[CH:20][CH:21]=2)[C@H:8]2[O:9][CH2:10][CH2:11][NH:12][CH2:13]2)[CH:6]=[CH:5][CH:4]=[CH:3][CH:2]=1, predict the reactants needed to synthesize it. The reactants are: [C:1]1([CH:7]([O:15][C:16]2[CH:17]=[N:18][CH:19]=[CH:20][CH:21]=2)[CH:8]2[CH2:13][NH:12][C:11](=O)[CH2:10][O:9]2)[CH:6]=[CH:5][CH:4]=[CH:3][CH:2]=1.[CH3:22][C:23]1[CH:28]=[CH:27][C:26](B(O)O)=[CH:25][CH:24]=1. (3) The reactants are: [Cl:1][C:2]1[CH:3]=[C:4]([NH:16][C:17]2[C:26]3[C:21](=[CH:22][CH:23]=[CH:24][C:25]=3[O:27][C@H:28]([CH3:33])[C:29](OC)=[O:30])[N:20]=[CH:19][N:18]=2)[CH:5]=[CH:6][C:7]=1[O:8][CH2:9][C:10]1[CH:15]=[CH:14][CH:13]=[CH:12][N:11]=1.O.[NH:35]1[CH2:39][CH2:38][C@@H:37]([OH:40])[CH2:36]1. Given the product [Cl:1][C:2]1[CH:3]=[C:4]([NH:16][C:17]2[C:26]3[C:21](=[CH:22][CH:23]=[CH:24][C:25]=3[O:27][C@H:28]([CH3:33])[C:29]([N:35]3[CH2:39][CH2:38][C@@H:37]([OH:40])[CH2:36]3)=[O:30])[N:20]=[CH:19][N:18]=2)[CH:5]=[CH:6][C:7]=1[O:8][CH2:9][C:10]1[CH:15]=[CH:14][CH:13]=[CH:12][N:11]=1, predict the reactants needed to synthesize it.